Dataset: Drug-induced liver injury (DILI) classification data. Task: Regression/Classification. Given a drug SMILES string, predict its toxicity properties. Task type varies by dataset: regression for continuous values (e.g., LD50, hERG inhibition percentage) or binary classification for toxic/non-toxic outcomes (e.g., AMES mutagenicity, cardiotoxicity, hepatotoxicity). Dataset: dili. (1) The drug is CCCc1cc(=O)[nH]c(=S)[nH]1. The result is 1 (causes liver injury). (2) The molecule is COC1C=COC2(C)Oc3c(C)c(O)c4c(c3C2=O)C(=O)C(=CNN2CCN(C)CC2)C(=C4O)NC(=O)C(C)=CC=CC(C)C(O)C(C)C(O)C(C)C(OC(C)=O)C1C. The result is 1 (causes liver injury).